Dataset: Reaction yield outcomes from USPTO patents with 853,638 reactions. Task: Predict the reaction yield, written as a fraction of the theoretical maximum amount of product (1.0 means a 100% yield; for example, 0.34 means a 34% yield). The reactants are C(O)=O.[NH2:4][CH2:5][C@@H:6]([C:15]1[CH:24]=[CH:23][C:22]([OH:25])=[C:21]2[C:16]=1[CH:17]=[CH:18][C:19](=[O:26])[NH:20]2)[O:7][Si](C(C)(C)C)(C)C.[ClH:27]. The catalyst is CO. The product is [ClH:27].[NH2:4][CH2:5][C@@H:6]([C:15]1[CH:24]=[CH:23][C:22]([OH:25])=[C:21]2[C:16]=1[CH:17]=[CH:18][C:19](=[O:26])[NH:20]2)[OH:7]. The yield is 0.990.